This data is from Forward reaction prediction with 1.9M reactions from USPTO patents (1976-2016). The task is: Predict the product of the given reaction. Given the reactants C([O:8][C:9]1[CH:14]=[CH:13][C:12]([CH:15]2[C:24]3[C:19](=[CH:20][CH:21]=[CH:22][CH:23]=3)[CH2:18][CH2:17][N:16]2[C:25](=[O:30])[C:26]([F:29])([F:28])[F:27])=[CH:11][CH:10]=1)C1C=CC=CC=1.C([O-])=O.[NH4+], predict the reaction product. The product is: [F:29][C:26]([F:27])([F:28])[C:25]([N:16]1[CH2:17][CH2:18][C:19]2[C:24](=[CH:23][CH:22]=[CH:21][CH:20]=2)[CH:15]1[C:12]1[CH:13]=[CH:14][C:9]([OH:8])=[CH:10][CH:11]=1)=[O:30].